Task: Predict which catalyst facilitates the given reaction.. Dataset: Catalyst prediction with 721,799 reactions and 888 catalyst types from USPTO (1) Reactant: [CH3:1][C:2]1[S:3][C:4]([C:10]2[CH:15]=[CH:14][CH:13]=[CH:12][CH:11]=2)=[C:5]([C:7]([OH:9])=O)[N:6]=1.CCN(C(C)C)C(C)C.CN(C(ON1N=NC2C=CC=CC1=2)=[N+](C)C)C.[B-](F)(F)(F)F.[NH:47]1[CH2:52][CH2:51][CH2:50][CH2:49][C@H:48]1[CH2:53][C:54]1[N:55]=[C:56]2[CH:61]=[CH:60][CH:59]=[C:58]([C:62]([F:65])([F:64])[F:63])[N:57]2[CH:66]=1. Product: [CH3:1][C:2]1[S:3][C:4]([C:10]2[CH:15]=[CH:14][CH:13]=[CH:12][CH:11]=2)=[C:5]([C:7]([N:47]2[CH2:52][CH2:51][CH2:50][CH2:49][C@H:48]2[CH2:53][C:54]2[N:55]=[C:56]3[CH:61]=[CH:60][CH:59]=[C:58]([C:62]([F:63])([F:64])[F:65])[N:57]3[CH:66]=2)=[O:9])[N:6]=1. The catalyst class is: 3. (2) Reactant: [Br:1][C:2]1[CH:8]=[CH:7][CH:6]=[CH:5][C:3]=1[NH2:4].N1C=CC=CC=1.[CH3:15][O:16][C:17]1[CH:25]=[CH:24][C:20]([C:21](Cl)=[O:22])=[CH:19][CH:18]=1. Product: [Br:1][C:2]1[CH:8]=[CH:7][CH:6]=[CH:5][C:3]=1[NH:4][C:21](=[O:22])[C:20]1[CH:24]=[CH:25][C:17]([O:16][CH3:15])=[CH:18][CH:19]=1. The catalyst class is: 11. (3) Reactant: [O:1]1[CH2:5][CH2:4][CH2:3][C@@H:2]1[C:6](=[O:9])[CH2:7][CH3:8].[BH4-].[Na+]. Product: [O:1]1[CH2:5][CH2:4][CH2:3][CH:2]1[C@H:6]([OH:9])[CH2:7][CH3:8]. The catalyst class is: 5. (4) Reactant: [ClH:1].C(OC([N:9]([CH2:18][CH2:19][C:20]([NH2:22])=[O:21])[CH2:10][CH2:11][CH:12]1[CH2:17][CH2:16][CH2:15][CH2:14][CH2:13]1)=O)(C)(C)C. Product: [ClH:1].[CH:12]1([CH2:11][CH2:10][NH:9][CH2:18][CH2:19][C:20]([NH2:22])=[O:21])[CH2:17][CH2:16][CH2:15][CH2:14][CH2:13]1. The catalyst class is: 12. (5) Reactant: [F-].C([N+](CCCC)(CCCC)CCCC)CCC.C(O)(=O)C.[Si]([O:30][C:31]1[CH:32]=[CH:33][C:34]([O:52][C:53](=[O:61])[CH2:54][CH2:55][CH2:56][O:57][N+:58]([O-:60])=[O:59])=[C:35]([CH:51]=1)[C:36]([O:38][C:39]1[CH:44]=[CH:43][C:42]([C:45]2[S:49][S:48][C:47](=[S:50])[CH:46]=2)=[CH:41][CH:40]=1)=[O:37])(C(C)(C)C)(C)C. Product: [OH:30][C:31]1[CH:32]=[CH:33][C:34]([O:52][C:53](=[O:61])[CH2:54][CH2:55][CH2:56][O:57][N+:58]([O-:60])=[O:59])=[C:35]([CH:51]=1)[C:36]([O:38][C:39]1[CH:40]=[CH:41][C:42]([C:45]2[S:49][S:48][C:47](=[S:50])[CH:46]=2)=[CH:43][CH:44]=1)=[O:37]. The catalyst class is: 1.